This data is from M1 muscarinic receptor agonist screen with 61,833 compounds. The task is: Binary Classification. Given a drug SMILES string, predict its activity (active/inactive) in a high-throughput screening assay against a specified biological target. (1) The drug is O=C(NCCc1ccccc1)C1N(CCC1)C(=O)Nc1ccc(cc1)C. The result is 0 (inactive). (2) The molecule is S(CCCCC)c1nc2OC(N(c3c(c2nn1)cccc3)C(=O)C)c1n(ccc1)C. The result is 0 (inactive). (3) The molecule is O(c1cc(cc(OC)c1OC)C(=O)Nc1[nH]c2c(n1)cccc2)C. The result is 0 (inactive). (4) The molecule is S(CC(=O)c1c(ccc(c1)C)C)c1nc([nH]n1)C. The result is 0 (inactive). (5) The drug is O(c1ccc(OC)cc1)c1nc(Oc2ccc(OC)cc2)nc(Oc2ccc(OC)cc2)n1. The result is 0 (inactive).